Dataset: Catalyst prediction with 721,799 reactions and 888 catalyst types from USPTO. Task: Predict which catalyst facilitates the given reaction. (1) Reactant: Cl[C:2]1[N:7]=[C:6]([NH:8][C:9]2[CH:10]=[CH:11][C:12]([C@H:20]3[CH2:25][CH2:24][C@H:23]([OH:26])[CH2:22][CH2:21]3)=[C:13]3[C:17]=2[C:16](=[O:18])[N:15]([CH3:19])[CH2:14]3)[C:5]([C:27]([F:30])([F:29])[F:28])=[CH:4][N:3]=1.[CH2:31]([O:33][P:34]([CH2:39][C:40]1[CH:41]=[N:42][C:43]([NH2:48])=[C:44]([O:46][CH3:47])[CH:45]=1)(=[O:38])[O:35][CH2:36][CH3:37])[CH3:32].CC1(C)C2C(=C(P(C3C=CC=CC=3)C3C=CC=CC=3)C=CC=2)OC2C(P(C3C=CC=CC=3)C3C=CC=CC=3)=CC=CC1=2.C([O-])([O-])=O.[Cs+].[Cs+]. Product: [CH2:31]([O:33][P:34]([CH2:39][C:40]1[CH:41]=[N:42][C:43]([NH:48][C:2]2[N:7]=[C:6]([NH:8][C:9]3[CH:10]=[CH:11][C:12]([C@H:20]4[CH2:25][CH2:24][C@H:23]([OH:26])[CH2:22][CH2:21]4)=[C:13]4[C:17]=3[C:16](=[O:18])[N:15]([CH3:19])[CH2:14]4)[C:5]([C:27]([F:30])([F:29])[F:28])=[CH:4][N:3]=2)=[C:44]([O:46][CH3:47])[CH:45]=1)(=[O:38])[O:35][CH2:36][CH3:37])[CH3:32]. The catalyst class is: 231. (2) Reactant: [CH3:1][C:2]1([CH3:10])[CH2:7][C:6](=[O:8])[CH2:5][C:4](=O)[CH2:3]1.Br.Br[CH2:13][CH2:14][CH2:15][NH2:16].N1C(C)=CC=CC=1C.ClCCl.CO. Product: [CH3:10][C:2]1([CH3:1])[CH2:3][C:4]2[NH:16][CH2:15][CH2:14][CH2:13][C:5]=2[C:6](=[O:8])[CH2:7]1. The catalyst class is: 51. (3) Reactant: [Cl:1][C:2]1[C:3]([O:29][C:30]2[C:35]([C:36]3[CH:41]=[CH:40][N:39]=[N:38][CH:37]=3)=[CH:34][C:33]([C:42]3[CH:47]=[CH:46][CH:45]=[CH:44][C:43]=3[F:48])=[C:32]([Cl:49])[CH:31]=2)=[CH:4][C:5]([F:28])=[C:6]([S:8]([N:11](CC2C=CC(OC)=CC=2OC)[C:12]2[S:13][CH:14]=[N:15][N:16]=2)(=[O:10])=[O:9])[CH:7]=1. Product: [Cl:1][C:2]1[C:3]([O:29][C:30]2[C:35]([C:36]3[CH:41]=[CH:40][N:39]=[N:38][CH:37]=3)=[CH:34][C:33]([C:42]3[CH:47]=[CH:46][CH:45]=[CH:44][C:43]=3[F:48])=[C:32]([Cl:49])[CH:31]=2)=[CH:4][C:5]([F:28])=[C:6]([S:8]([NH:11][C:12]2[S:13][CH:14]=[N:15][N:16]=2)(=[O:10])=[O:9])[CH:7]=1. The catalyst class is: 89.